Regression. Given a peptide amino acid sequence and an MHC pseudo amino acid sequence, predict their binding affinity value. This is MHC class I binding data. From a dataset of Peptide-MHC class I binding affinity with 185,985 pairs from IEDB/IMGT. (1) The peptide sequence is VVLQQHSIAY. The MHC is HLA-A68:01 with pseudo-sequence HLA-A68:01. The binding affinity (normalized) is 0.0646. (2) The peptide sequence is GLNKIVRMY. The MHC is HLA-A23:01 with pseudo-sequence HLA-A23:01. The binding affinity (normalized) is 0. (3) The peptide sequence is MLIFNVKSK. The MHC is HLA-A11:01 with pseudo-sequence HLA-A11:01. The binding affinity (normalized) is 0.427. (4) The peptide sequence is TSFFLWVII. The MHC is HLA-A02:01 with pseudo-sequence HLA-A02:01. The binding affinity (normalized) is 0. (5) The peptide sequence is GVLEEQGSFY. The MHC is HLA-A29:02 with pseudo-sequence HLA-A29:02. The binding affinity (normalized) is 0.359. (6) The peptide sequence is AAITDAAVA. The MHC is HLA-A02:01 with pseudo-sequence HLA-A02:01. The binding affinity (normalized) is 0.0916. (7) The peptide sequence is YQLWTALVSL. The MHC is HLA-B08:01 with pseudo-sequence HLA-B08:01. The binding affinity (normalized) is 0.364. (8) The peptide sequence is FLAIPPTAGI. The MHC is HLA-A02:03 with pseudo-sequence HLA-A02:03. The binding affinity (normalized) is 0.764. (9) The peptide sequence is SEVGICLST. The MHC is HLA-B44:02 with pseudo-sequence HLA-B44:02. The binding affinity (normalized) is 0.557. (10) The peptide sequence is VLAYMLFTK. The MHC is HLA-A31:01 with pseudo-sequence HLA-A31:01. The binding affinity (normalized) is 0.500.